This data is from Full USPTO retrosynthesis dataset with 1.9M reactions from patents (1976-2016). The task is: Predict the reactants needed to synthesize the given product. (1) Given the product [F:7][C:8]1[CH:9]=[C:10]([CH:11]=[CH:12][CH:13]=1)[O:14][CH2:16][C:17]([NH:19]/[C:20](/[CH3:26])=[CH:21]\[C:22]([O:24][CH3:25])=[O:23])=[O:18], predict the reactants needed to synthesize it. The reactants are: C([O-])([O-])=O.[K+].[K+].[F:7][C:8]1[CH:9]=[C:10]([OH:14])[CH:11]=[CH:12][CH:13]=1.Br[CH2:16][C:17]([NH:19]/[C:20](/[CH3:26])=[CH:21]\[C:22]([O:24][CH3:25])=[O:23])=[O:18]. (2) Given the product [C:22]([CH2:21][CH2:20][O:19][C:17](=[O:18])[C:16](=[CH:8][C:7]1[CH:10]=[CH:11][C:4]([N+:1]([O-:3])=[O:2])=[CH:5][CH:6]=1)[C:12](=[O:15])[CH2:13][CH3:14])#[N:23], predict the reactants needed to synthesize it. The reactants are: [N+:1]([C:4]1[CH:11]=[CH:10][C:7]([CH:8]=O)=[CH:6][CH:5]=1)([O-:3])=[O:2].[C:12]([CH2:16][C:17]([O:19][CH2:20][CH2:21][C:22]#[N:23])=[O:18])(=[O:15])[CH2:13][CH3:14]. (3) Given the product [CH3:8][S:9]([O:22][CH:19]([CH2:20][CH3:21])[CH2:18][C:14]1[S:13][CH:17]=[CH:16][CH:15]=1)(=[O:11])=[O:10], predict the reactants needed to synthesize it. The reactants are: C(N(CC)CC)C.[CH3:8][S:9](Cl)(=[O:11])=[O:10].[S:13]1[CH:17]=[CH:16][CH:15]=[C:14]1[CH2:18][CH:19]([OH:22])[CH2:20][CH3:21]. (4) Given the product [Cl:1][C:2]1[C:10]([Cl:11])=[CH:9][C:5]([C:6]([N:21]([O:20][CH3:16])[CH3:22])=[O:7])=[C:4]([F:12])[CH:3]=1, predict the reactants needed to synthesize it. The reactants are: [Cl:1][C:2]1[C:10]([Cl:11])=[CH:9][C:5]([C:6](O)=[O:7])=[C:4]([F:12])[CH:3]=1.CN([C:16]([O:20][N:21]1N=NC2C=CC=N[C:22]1=2)=[N+](C)C)C.F[P-](F)(F)(F)(F)F.CONC.CCN(C(C)C)C(C)C. (5) The reactants are: Cl[C:2]1[CH:7]=[C:6]([O:8][C:9]2[CH:10]=[CH:11][C:12]([N:16]3[C:20](=[O:21])[NH:19][C:18]([C:22]4[CH:27]=[CH:26][C:25]([F:28])=[CH:24][CH:23]=4)=[N:17]3)=[N:13][C:14]=2[CH3:15])[CH:5]=[CH:4][N:3]=1.[CH3:29][N:30]1[CH:34]=[C:33](B2OC(C)(C)C(C)(C)O2)[CH:32]=[N:31]1.C([O-])([O-])=O.[K+].[K+]. Given the product [F:28][C:25]1[CH:26]=[CH:27][C:22]([C:18]2[NH:19][C:20](=[O:21])[N:16]([C:12]3[CH:11]=[CH:10][C:9]([O:8][C:6]4[CH:5]=[CH:4][N:3]=[C:2]([C:33]5[CH:32]=[N:31][N:30]([CH3:29])[CH:34]=5)[CH:7]=4)=[C:14]([CH3:15])[N:13]=3)[N:17]=2)=[CH:23][CH:24]=1, predict the reactants needed to synthesize it. (6) Given the product [Cl:1][C:2]1[CH:7]=[CH:6][N:5]=[C:4]([O:8][CH3:9])[C:3]=1[C:10]1[NH:11][C:12]2[C:17]([CH:18]=1)=[CH:16][CH:15]=[C:14]([NH:19][C:36]([C@@H:31]1[CH2:32][CH2:33][CH2:34][CH2:35][N:30]1[S:27]([C:24]1[CH:23]=[CH:22][C:21]([F:20])=[CH:26][CH:25]=1)(=[O:29])=[O:28])=[O:37])[CH:13]=2, predict the reactants needed to synthesize it. The reactants are: [Cl:1][C:2]1[CH:7]=[CH:6][N:5]=[C:4]([O:8][CH3:9])[C:3]=1[C:10]1[NH:11][C:12]2[C:17]([CH:18]=1)=[CH:16][CH:15]=[C:14]([NH2:19])[CH:13]=2.[F:20][C:21]1[CH:26]=[CH:25][C:24]([S:27]([N:30]2[CH2:35][CH2:34][CH2:33][CH2:32][C@H:31]2[C:36](O)=[O:37])(=[O:29])=[O:28])=[CH:23][CH:22]=1.CN(C(ON1N=NC2C=CC=NC1=2)=[N+](C)C)C.F[P-](F)(F)(F)(F)F.O. (7) Given the product [Br:7][C:8]1[C:9]([OH:20])=[C:10]([C:15](=[O:19])[CH:16]([CH3:17])[CH3:18])[CH:11]=[CH:12][C:13]=1[O:14][CH2:22][C:23]1[CH:24]=[CH:25][C:26]([CH2:27][NH:28][C:29]([C:31]2[N:32]=[CH:33][N:34]([CH3:36])[CH:35]=2)=[O:30])=[CH:37][CH:38]=1, predict the reactants needed to synthesize it. The reactants are: C(=O)([O-])[O-].[Li+].[Li+].[Br:7][C:8]1[C:9]([OH:20])=[C:10]([C:15](=[O:19])[CH:16]([CH3:18])[CH3:17])[CH:11]=[CH:12][C:13]=1[OH:14].I[CH2:22][C:23]1[CH:38]=[CH:37][C:26]([CH2:27][NH:28][C:29]([C:31]2[N:32]=[CH:33][N:34]([CH3:36])[CH:35]=2)=[O:30])=[CH:25][CH:24]=1. (8) Given the product [ClH:9].[NH2:1][C:2]1[CH:7]=[CH:6][CH:5]=[CH:4][C:3]=1[OH:8], predict the reactants needed to synthesize it. The reactants are: [NH2:1][C:2]1[CH:7]=[CH:6][CH:5]=[CH:4][C:3]=1[OH:8].[ClH:9]. (9) Given the product [NH2:18][C:10]1[C:11]2[C:16](=[CH:15][CH:14]=[CH:13][C:12]=2[F:17])[C:8]([C:4]2[CH:3]=[C:2]([C:31]3[CH:32]=[N:33][CH:34]=[C:29]([CH:30]=3)[C:27]#[N:28])[CH:7]=[CH:6][CH:5]=2)([C:19]2[CH:20]=[C:21]([CH3:26])[N:22]=[C:23]([CH3:25])[CH:24]=2)[N:9]=1, predict the reactants needed to synthesize it. The reactants are: Br[C:2]1[CH:3]=[C:4]([C:8]2([C:19]3[CH:24]=[C:23]([CH3:25])[N:22]=[C:21]([CH3:26])[CH:20]=3)[C:16]3[C:11](=[C:12]([F:17])[CH:13]=[CH:14][CH:15]=3)[C:10]([NH2:18])=[N:9]2)[CH:5]=[CH:6][CH:7]=1.[C:27]([C:29]1[CH:30]=[C:31](B(O)O)[CH:32]=[N:33][CH:34]=1)#[N:28].C([O-])([O-])=O.[K+].[K+].